From a dataset of Catalyst prediction with 721,799 reactions and 888 catalyst types from USPTO. Predict which catalyst facilitates the given reaction. (1) Reactant: [CH3:1][O:2][C:3]1[CH:4]=[C:5]([CH2:10]O)[CH:6]=[CH:7][C:8]=1[CH3:9].O=S(Cl)[Cl:14]. Product: [Cl:14][CH2:10][C:5]1[CH:6]=[CH:7][C:8]([CH3:9])=[C:3]([O:2][CH3:1])[CH:4]=1. The catalyst class is: 2. (2) Reactant: [CH3:1][O:2][C:3]1[CH:8]=[CH:7][CH:6]=[CH:5][C:4]=1[C:9]1[NH:18][C:17](=O)[C:16]2[C:11](=[CH:12][C:13]([CH3:20])=[CH:14][CH:15]=2)[N:10]=1.C(N(C(C)C)CC)(C)C.P(Cl)(Cl)([Cl:32])=O. Product: [Cl:32][C:17]1[C:16]2[C:11](=[CH:12][C:13]([CH3:20])=[CH:14][CH:15]=2)[N:10]=[C:9]([C:4]2[CH:5]=[CH:6][CH:7]=[CH:8][C:3]=2[O:2][CH3:1])[N:18]=1. The catalyst class is: 11. (3) Reactant: F[P-](F)(F)(F)(F)F.N1(OC(N(C)C)=[N+](C)C)C2[N:13]=[CH:14][CH:15]=[CH:16][C:11]=2N=N1.[C:25]([O:29][C:30]([N:32]1[CH2:37][CH2:36][O:35][C@@H:34]([C:38]([OH:40])=O)[CH2:33]1)=[O:31])([CH3:28])([CH3:27])[CH3:26].C(N(C(C)C)CC)(C)C.N1CCCC1. Product: [N:13]1([C:38]([C@@H:34]2[O:35][CH2:36][CH2:37][N:32]([C:30]([O:29][C:25]([CH3:26])([CH3:27])[CH3:28])=[O:31])[CH2:33]2)=[O:40])[CH2:14][CH2:15][CH2:16][CH2:11]1. The catalyst class is: 4. (4) Reactant: [C:1]([C:4]1[N:8]2[C:9]3[CH:16]=[C:15]([C:17]4[CH:22]=[CH:21][CH:20]=[CH:19][CH:18]=4)[C:14]([C:23]4[CH:28]=[CH:27][C:26]([C:29]5([NH:33]C(=O)OC(C)(C)C)[CH2:32][CH2:31][CH2:30]5)=[CH:25][CH:24]=4)=[N:13][C:10]=3[O:11][CH2:12][C:7]2=[N:6][N:5]=1)(=[O:3])[NH2:2].CO. Product: [NH2:33][C:29]1([C:26]2[CH:27]=[CH:28][C:23]([C:14]3[C:15]([C:17]4[CH:18]=[CH:19][CH:20]=[CH:21][CH:22]=4)=[CH:16][C:9]4[N:8]5[C:4]([C:1]([NH2:2])=[O:3])=[N:5][N:6]=[C:7]5[CH2:12][O:11][C:10]=4[N:13]=3)=[CH:24][CH:25]=2)[CH2:30][CH2:31][CH2:32]1. The catalyst class is: 4. (5) Reactant: [CH3:1][O:2][C:3](=[O:12])[C:4]1[CH:9]=[CH:8][C:7]([CH2:10]Br)=[CH:6][CH:5]=1.[CH2:13]([NH:16][CH2:17][CH2:18][CH3:19])[CH2:14][CH3:15]. Product: [CH3:1][O:2][C:3](=[O:12])[C:4]1[CH:9]=[CH:8][C:7]([CH2:10][N:16]([CH2:17][CH2:18][CH3:19])[CH2:13][CH2:14][CH3:15])=[CH:6][CH:5]=1. The catalyst class is: 3. (6) Reactant: C(N(C(C)C)CC)(C)C.[F:10][C:11]1[CH:12]=[C:13]([CH:15]=[C:16]([F:18])[CH:17]=1)[NH2:14].[O:19]=[C:20]1[C:24]([C:25]2[CH:30]=[CH:29][C:28]([C:31]([F:34])([F:33])[F:32])=[CH:27][CH:26]=2)=[N:23][C:22]2([CH2:38][CH2:37][CH2:36][CH2:35]2)[N:21]1[CH2:39][C:40](O)=[O:41].CN(C(ON1N=NC2C=CC=NC1=2)=[N+](C)C)C.F[P-](F)(F)(F)(F)F. Product: [F:10][C:11]1[CH:12]=[C:13]([NH:14][C:40](=[O:41])[CH2:39][N:21]2[C:22]3([CH2:35][CH2:36][CH2:37][CH2:38]3)[N:23]=[C:24]([C:25]3[CH:30]=[CH:29][C:28]([C:31]([F:32])([F:33])[F:34])=[CH:27][CH:26]=3)[C:20]2=[O:19])[CH:15]=[C:16]([F:18])[CH:17]=1. The catalyst class is: 2. (7) Reactant: [N:1]1([C:7]2[C:8]3[N:23]=[C:22]([CH2:24][N:25]4[CH2:28][CH:27]([N:29]5[CH2:34][CH2:33][O:32][CH2:31][CH2:30]5)[CH2:26]4)[S:21][C:9]=3[N:10]=[C:11]([NH:13][C:14]3[C:15]([NH2:20])=[CH:16][CH:17]=[CH:18][CH:19]=3)[N:12]=2)[CH2:6][CH2:5][O:4][CH2:3][CH2:2]1.[C:35](N1C=CN=C1)(N1C=CN=C1)=[O:36]. Product: [O:4]1[CH2:5][CH2:6][N:1]([C:7]2[C:8]3[N:23]=[C:22]([CH2:24][N:25]4[CH2:28][CH:27]([N:29]5[CH2:34][CH2:33][O:32][CH2:31][CH2:30]5)[CH2:26]4)[S:21][C:9]=3[N:10]=[C:11]([N:13]3[C:14]4[CH:19]=[CH:18][CH:17]=[CH:16][C:15]=4[NH:20][C:35]3=[O:36])[N:12]=2)[CH2:2][CH2:3]1. The catalyst class is: 12. (8) Reactant: [CH3:1][O:2][C:3]1[CH:4]=[C:5]([C:9]2[C:17]3[C:12](=[CH:13][CH:14]=[CH:15][CH:16]=3)[NH:11][N:10]=2)[CH:6]=[CH:7][CH:8]=1.Br[CH2:19][C:20]([O:22][CH3:23])=[O:21].C(=O)([O-])[O-].[K+].[K+]. Product: [CH3:1][O:2][C:3]1[CH:4]=[C:5]([C:9]2[C:17]3[C:12](=[CH:13][CH:14]=[CH:15][CH:16]=3)[N:11]([CH2:19][C:20]([O:22][CH3:23])=[O:21])[N:10]=2)[CH:6]=[CH:7][CH:8]=1. The catalyst class is: 21.